Predict the reactants needed to synthesize the given product. From a dataset of Full USPTO retrosynthesis dataset with 1.9M reactions from patents (1976-2016). (1) Given the product [O:9]1[CH2:10][CH2:11][N:6]([C:4](=[O:5])[CH:3]([C:12]2[CH:13]=[C:14]([CH:17]=[CH:18][CH:19]=2)[C:15]#[N:16])[O:2][N:1]=[C:35]2[CH2:36][CH2:37][N:32]([S:29]([C:26]3[CH:25]=[CH:24][C:23]([O:22][C:21]([F:20])([F:39])[F:40])=[CH:28][CH:27]=3)(=[O:31])=[O:30])[CH2:33][CH2:34]2)[CH2:7][CH2:8]1, predict the reactants needed to synthesize it. The reactants are: [NH2:1][O:2][CH:3]([C:12]1[CH:13]=[C:14]([CH:17]=[CH:18][CH:19]=1)[C:15]#[N:16])[C:4]([N:6]1[CH2:11][CH2:10][O:9][CH2:8][CH2:7]1)=[O:5].[F:20][C:21]([F:40])([F:39])[O:22][C:23]1[CH:28]=[CH:27][C:26]([S:29]([N:32]2[CH2:37][CH2:36][C:35](=O)[CH2:34][CH2:33]2)(=[O:31])=[O:30])=[CH:25][CH:24]=1. (2) The reactants are: Cl.[CH3:2][N:3]([CH3:21])[CH2:4][CH2:5][CH2:6][N:7]([CH3:20])[C:8]1[CH:16]=[CH:15][C:11]([C:12]([OH:14])=O)=[C:10]([N+:17]([O-:19])=[O:18])[CH:9]=1.O=S(Cl)Cl.[F:26][C:27]1[CH:28]=[C:29]([CH:42]=[C:43]([F:45])[CH:44]=1)[CH2:30][O:31][C:32]1[CH:33]=[C:34]2[C:38](=[CH:39][CH:40]=1)[NH:37][N:36]=[C:35]2[NH2:41]. Given the product [F:26][C:27]1[CH:28]=[C:29]([CH:42]=[C:43]([F:45])[CH:44]=1)[CH2:30][O:31][C:32]1[CH:33]=[C:34]2[C:38](=[CH:39][CH:40]=1)[NH:37][N:36]=[C:35]2[NH:41][C:12](=[O:14])[C:11]1[CH:15]=[CH:16][C:8]([N:7]([CH2:6][CH2:5][CH2:4][N:3]([CH3:2])[CH3:21])[CH3:20])=[CH:9][C:10]=1[N+:17]([O-:19])=[O:18], predict the reactants needed to synthesize it. (3) Given the product [Cl:11][C:12]1[CH:13]=[CH:14][C:15]([O:21][CH3:22])=[C:16]([C:17]2[O:18][CH:2]=[C:3]([CH2:4][C:5]([O:7][CH2:8][CH3:9])=[O:6])[N:19]=2)[CH:20]=1, predict the reactants needed to synthesize it. The reactants are: Cl[CH2:2][C:3](=O)[CH2:4][C:5]([O:7][CH2:8][CH3:9])=[O:6].[Cl:11][C:12]1[CH:13]=[CH:14][C:15]([O:21][CH3:22])=[C:16]([CH:20]=1)[C:17]([NH2:19])=[O:18].N1C=CC=CC=1. (4) Given the product [CH3:16][O:1][C:2]1[CH:7]=[CH:6][C:5]([CH2:8][C:9]([O:11][CH3:12])=[O:10])=[CH:4][C:3]=1[N+:13]([O-:15])=[O:14], predict the reactants needed to synthesize it. The reactants are: [OH:1][C:2]1[CH:7]=[CH:6][C:5]([CH2:8][C:9]([O:11][CH3:12])=[O:10])=[CH:4][C:3]=1[N+:13]([O-:15])=[O:14].[C:16]([O-])([O-])=O.[K+].[K+].CI.